Dataset: Reaction yield outcomes from USPTO patents with 853,638 reactions. Task: Predict the reaction yield, written as a fraction of the theoretical maximum amount of product (1.0 means a 100% yield; for example, 0.34 means a 34% yield). (1) No catalyst specified. The reactants are [C:1]([O:5][C:6]([N:8]1[C:16]2[C:11](=[CH:12][CH:13]=[C:14]([OH:17])[CH:15]=2)[CH:10]=[C:9]1[C:18]1[C:19]2[S:32][C:31]([C:33]3[CH:38]=[CH:37][CH:36]=[CH:35][CH:34]=3)=[CH:30][C:20]=2[N:21]([C:23]([O:25][C:26]([CH3:29])([CH3:28])[CH3:27])=[O:24])[N:22]=1)=[O:7])([CH3:4])([CH3:3])[CH3:2].C(=O)([O-])[O-].[Cs+].[Cs+].[Br:45][CH2:46][CH2:47][CH2:48]Br. The yield is 0.650. The product is [C:1]([O:5][C:6]([N:8]1[C:16]2[C:11](=[CH:12][CH:13]=[C:14]([O:17][CH2:48][CH2:47][CH2:46][Br:45])[CH:15]=2)[CH:10]=[C:9]1[C:18]1[C:19]2[S:32][C:31]([C:33]3[CH:34]=[CH:35][CH:36]=[CH:37][CH:38]=3)=[CH:30][C:20]=2[N:21]([C:23]([O:25][C:26]([CH3:29])([CH3:28])[CH3:27])=[O:24])[N:22]=1)=[O:7])([CH3:2])([CH3:3])[CH3:4]. (2) The reactants are C(OC([N:8](C(OC(C)(C)C)=O)[C:9]1[N:24]=[C:12]2[CH:13]=[CH:14][CH:15]=[C:16]([CH2:17][C@H:18]([CH3:23])[C:19]([O:21][CH3:22])=[O:20])[N:11]2[N:10]=1)=O)(C)(C)C.[F:32][C:33]([F:38])([F:37])[C:34]([OH:36])=[O:35]. The catalyst is ClCCl. The product is [F:32][C:33]([F:38])([F:37])[C:34]([OH:36])=[O:35].[NH2:8][C:9]1[N:24]=[C:12]2[CH:13]=[CH:14][CH:15]=[C:16]([CH2:17][C@H:18]([CH3:23])[C:19]([O:21][CH3:22])=[O:20])[N:11]2[N:10]=1. The yield is 0.446.